Dataset: Reaction yield outcomes from USPTO patents with 853,638 reactions. Task: Predict the reaction yield, written as a fraction of the theoretical maximum amount of product (1.0 means a 100% yield; for example, 0.34 means a 34% yield). (1) The reactants are [N+:1]([C:4]1[CH:11]=[C:8]([C:9]#[N:10])[C:7]([NH2:12])=[CH:6][CH:5]=1)([O-:3])=[O:2].CO[CH:15](OC)[N:16]([CH3:18])[CH3:17]. The catalyst is O1CCOCC1. The product is [C:9]([C:8]1[CH:11]=[C:4]([N+:1]([O-:3])=[O:2])[CH:5]=[CH:6][C:7]=1[N:12]=[CH:15][N:16]([CH3:18])[CH3:17])#[N:10]. The yield is 0.970. (2) The reactants are CON(C)[C:4]([C:6]1[N:7]([CH3:31])[C:8]2[C:13]([N:14]=1)=[C:12]([N:15]1[CH2:20][CH2:19][CH:18]([N:21]3[C:25]4[CH:26]=[CH:27][CH:28]=[CH:29][C:24]=4[NH:23][C:22]3=[O:30])[CH2:17][CH2:16]1)[N:11]=[CH:10][N:9]=2)=[O:5].[CH3:33][Mg]Cl. The catalyst is C1COCC1. The product is [C:4]([C:6]1[N:7]([CH3:31])[C:8]2[C:13]([N:14]=1)=[C:12]([N:15]1[CH2:20][CH2:19][CH:18]([N:21]3[C:25]4[CH:26]=[CH:27][CH:28]=[CH:29][C:24]=4[NH:23][C:22]3=[O:30])[CH2:17][CH2:16]1)[N:11]=[CH:10][N:9]=2)(=[O:5])[CH3:33]. The yield is 0.340. (3) The reactants are CN(C)C=O.S(Cl)([Cl:8])=O.[Cl:10][C:11]1[C:12](O)=[N:13][CH:14]=[C:15]([CH:19]=1)[C:16]([OH:18])=O.[CH3:21][N:22]([CH3:27])[CH2:23][CH2:24][NH:25][CH3:26]. The catalyst is O. The product is [Cl:10][C:11]1[C:12]([Cl:8])=[N:13][CH:14]=[C:15]([CH:19]=1)[C:16]([N:25]([CH2:24][CH2:23][N:22]([CH3:27])[CH3:21])[CH3:26])=[O:18]. The yield is 1.00. (4) The reactants are C(Cl)(=O)C(Cl)=O.CS(C)=O.[C:11]([O:15][C:16]([NH:18][C@@H:19]([CH2:34][CH:35]1[CH2:40][CH2:39][CH2:38][CH2:37][CH2:36]1)[C@@H:20]([O:23][Si:24]([CH:31]([CH3:33])[CH3:32])([CH:28]([CH3:30])[CH3:29])[CH:25]([CH3:27])[CH3:26])[CH2:21][OH:22])=[O:17])([CH3:14])([CH3:13])[CH3:12].CCN(CC)CC. The catalyst is O1CCCC1.O. The product is [C:11]([O:15][C:16]([NH:18][C@@H:19]([CH2:34][CH:35]1[CH2:36][CH2:37][CH2:38][CH2:39][CH2:40]1)[C@@H:20]([O:23][Si:24]([CH:25]([CH3:26])[CH3:27])([CH:28]([CH3:29])[CH3:30])[CH:31]([CH3:32])[CH3:33])[CH:21]=[O:22])=[O:17])([CH3:12])([CH3:13])[CH3:14]. The yield is 1.00.